From a dataset of KCNQ2 potassium channel screen with 302,405 compounds. Binary Classification. Given a drug SMILES string, predict its activity (active/inactive) in a high-throughput screening assay against a specified biological target. (1) The compound is Clc1nc2n(c1/C=C\C(=O)NCC(N(C)C)c1ccc(OC)cc1)cccc2. The result is 0 (inactive). (2) The molecule is Clc1ccc(c2n3c(sc2)nnc3SCc2nc(sc2)C)cc1. The result is 0 (inactive). (3) The compound is O1CCN(CC1)c1cc2c(nc(c(c2C)C(O)=O)C(O)=O)cc1. The result is 0 (inactive). (4) The drug is Clc1nc(cc(n1)C(=O)N)C(=O)N. The result is 0 (inactive). (5) The drug is Fc1ccc(N2CCN(CC2)C(=N)CC#N)cc1. The result is 0 (inactive).